This data is from Forward reaction prediction with 1.9M reactions from USPTO patents (1976-2016). The task is: Predict the product of the given reaction. (1) Given the reactants [F:1][C:2]1[C:3]([C:12]([F:15])([F:14])[F:13])=[CH:4][C:5]([N+:9]([O-:11])=[O:10])=[C:6]([NH2:8])[CH:7]=1.NC1C=CC(C(F)(F)F)=C(F)C=1.CC(OC(C)=O)=[O:30].[N+]([O-])(O)=O.[OH-:39].[Na+].[CH3:41][C:42]([O:45][C:46](O[C:46]([O:45][C:42]([CH3:44])([CH3:43])[CH3:41])=[O:47])=[O:47])([CH3:44])[CH3:43], predict the reaction product. The product is: [C:3]([OH:30])([C:12]([F:15])([F:14])[F:13])=[O:39].[C:42]([O:45][C:46](=[O:47])[NH:8][C:6]1[CH:7]=[C:2]([F:1])[C:3]([C:12]([F:13])([F:14])[F:15])=[CH:4][C:5]=1[N+:9]([O-:11])=[O:10])([CH3:44])([CH3:43])[CH3:41]. (2) Given the reactants I[C:2]1[CH:3]=[C:4]([N:8]2[C:16]3[CH:15]=[CH:14][N:13]=[CH:12][C:11]=3[C:10]([C:17]([O:19][CH3:20])=[O:18])=[N:9]2)[CH:5]=[CH:6][CH:7]=1.[C:21]([C@:23]1([OH:30])[CH2:27][CH2:26][N:25]([CH3:28])[C:24]1=[O:29])#[CH:22], predict the reaction product. The product is: [OH:30][C@@:23]1([C:21]#[C:22][C:2]2[CH:3]=[C:4]([N:8]3[C:16]4[CH:15]=[CH:14][N:13]=[CH:12][C:11]=4[C:10]([C:17]([O:19][CH3:20])=[O:18])=[N:9]3)[CH:5]=[CH:6][CH:7]=2)[CH2:27][CH2:26][N:25]([CH3:28])[C:24]1=[O:29]. (3) Given the reactants [CH3:1][CH2:2][C@H:3]([N:7]1[N:12]=[CH:11][N:10]([C:13]2[CH:14]=[CH:15][C:16]([N:19]3[CH2:24][CH2:23][N:22]([C:25]4[CH:26]=[CH:27][C:28]([O:31][CH2:32][C@@H:33]5[CH2:37][O:36][C@:35]([C:44]6[CH:45]=[CH:46][C:47]([F:51])=[CH:48][C:49]=6[F:50])([CH2:38][N:39]6[N:43]=[CH:42][N:41]=[CH:40]6)[CH2:34]5)=[CH:29][CH:30]=4)[CH2:21][CH2:20]3)=[CH:17][CH:18]=2)[C:8]1=[O:9])[C@@H:4]([OH:6])[CH3:5].[CH2:52](O[C@H]([C@H](N1C(=O)N(C2C=CC(N3CCN(C4C=CC(O)=CC=4)CC3)=CC=2)C=N1)CC)C)[C:53]1C=CC=C[CH:54]=1, predict the reaction product. The product is: [CH2:35]([O:36][CH2:37][C:33]1[CH:32]=[CH:54][CH:53]=[CH:52][CH:34]=1)[C:44]1[CH:49]=[CH:48][CH:47]=[CH:46][CH:45]=1.[CH3:1][CH2:2][C@H:3]([N:7]1[N:12]=[CH:11][N:10]([C:13]2[CH:18]=[CH:17][C:16]([N:19]3[CH2:20][CH2:21][N:22]([C:25]4[CH:26]=[CH:27][C:28]([O:31][CH2:32][C@@H:33]5[CH2:37][O:36][C@:35]([C:44]6[CH:45]=[CH:46][C:47]([F:51])=[CH:48][C:49]=6[F:50])([CH2:38][N:39]6[N:43]=[CH:42][N:41]=[CH:40]6)[CH2:34]5)=[CH:29][CH:30]=4)[CH2:23][CH2:24]3)=[CH:15][CH:14]=2)[C:8]1=[O:9])[C@@H:4]([OH:6])[CH3:5]. (4) Given the reactants [NH2:1][C:2]1[CH:3]=[C:4]([CH:23]=[CH:24][CH:25]=1)[C:5]([NH:7][C:8]1[CH:13]=[CH:12][CH:11]=[C:10]([NH:14][C:15]2[C:20]([Cl:21])=[CH:19][N:18]=[C:17](Cl)[N:16]=2)[CH:9]=1)=[O:6].Cl, predict the reaction product. The product is: [ClH:21].[Cl:21][C:20]1[CH:19]=[N:18][C:17]2[NH:1][C:2]3[CH:25]=[CH:24][CH:23]=[C:4]([CH:3]=3)[C:5](=[O:6])[NH:7][C:8]3[CH:9]=[C:10]([NH:14][C:15]=1[N:16]=2)[CH:11]=[CH:12][CH:13]=3. (5) Given the reactants [Cl:1][C:2]1[CH:26]=[C:25]([Cl:27])[CH:24]=[CH:23][C:3]=1[CH2:4][N:5]1[C:14]2[C:9](=[CH:10][CH:11]=[C:12]([C:15]([O:17]C)=[O:16])[CH:13]=2)[C:8](=[O:19])[N:7]([CH2:20][CH3:21])[C:6]1=[O:22].[OH-].[Na+].Cl, predict the reaction product. The product is: [C:15]([C:12]1[CH:13]=[C:14]2[C:9]([C:8](=[O:19])[N:7]([CH2:20][CH3:21])[C:6](=[O:22])[N:5]2[CH2:4][C:3]2[CH:23]=[CH:24][C:25]([Cl:27])=[CH:26][C:2]=2[Cl:1])=[CH:10][CH:11]=1)([OH:17])=[O:16]. (6) Given the reactants [NH2:1][C:2]([CH3:15])([CH2:6][S:7][CH2:8][C:9]1[CH:14]=[CH:13][CH:12]=[CH:11][CH:10]=1)[C:3]([NH2:5])=[O:4].[C:16]([OH:25])(=[O:24])[C@@H:17]([C@H:19]([C:21]([OH:23])=[O:22])[OH:20])[OH:18].CO.C(OC(C)C)(=O)C, predict the reaction product. The product is: [C:21]([CH:19]([CH:17]([C:16]([OH:25])=[O:24])[OH:18])[OH:20])([OH:23])=[O:22].[NH2:1][C:2]([CH3:15])([CH2:6][S:7][CH2:8][C:9]1[CH:14]=[CH:13][CH:12]=[CH:11][CH:10]=1)[C:3]([NH2:5])=[O:4].[C:16]([OH:25])(=[O:24])[C@@H:17]([C@H:19]([C:21]([OH:23])=[O:22])[OH:20])[OH:18]. (7) The product is: [F:48][C:45]1[C:46]2[CH:47]=[C:39]3[C:38]4[N:51]=[C:34]([C:11]5[C:12]([N:14]([CH3:19])[S:15]([CH3:18])(=[O:16])=[O:17])=[CH:13][C:8]6[O:7][C:6]([C:29]([O:31][CH3:32])=[O:30])=[C:5]([C:3](=[O:4])[NH:2][CH3:1])[C:9]=6[CH:10]=5)[CH:35]=[CH:36][C:37]=4[O:50][CH2:49][N:40]3[C:41]=2[CH:42]=[CH:43][CH:44]=1. Given the reactants [CH3:1][NH:2][C:3]([C:5]1[C:9]2[CH:10]=[C:11](B3OC(C)(C)C(C)(C)O3)[C:12]([N:14]([CH3:19])[S:15]([CH3:18])(=[O:17])=[O:16])=[CH:13][C:8]=2[O:7][C:6]=1[C:29]([O:31][CH3:32])=[O:30])=[O:4].Cl[C:34]1[CH:35]=[CH:36][C:37]2[O:50][CH2:49][N:40]3[C:41]4[CH:42]=[CH:43][CH:44]=[C:45]([F:48])[C:46]=4[CH:47]=[C:39]3[C:38]=2[N:51]=1, predict the reaction product.